From a dataset of Full USPTO retrosynthesis dataset with 1.9M reactions from patents (1976-2016). Predict the reactants needed to synthesize the given product. (1) Given the product [CH2:1]([O:8][C:9]1[CH:14]=[CH:13][N:12]([CH2:17][CH2:18][C:19]2[CH:24]=[CH:23][C:22]([CH2:25][OH:26])=[CH:21][CH:20]=2)[C:11](=[O:15])[CH:10]=1)[C:2]1[CH:3]=[CH:4][CH:5]=[CH:6][CH:7]=1, predict the reactants needed to synthesize it. The reactants are: [CH2:1]([O:8][C:9]1[CH:14]=[CH:13][NH:12][C:11](=[O:15])[CH:10]=1)[C:2]1[CH:7]=[CH:6][CH:5]=[CH:4][CH:3]=1.I[CH2:17][CH2:18][C:19]1[CH:24]=[CH:23][C:22]([CH2:25][OH:26])=[CH:21][CH:20]=1.C(=O)([O-])[O-].[Cs+].[Cs+]. (2) Given the product [Cl:13][C:14]1[CH:15]=[C:16]([CH:20]([O:12][C:3]2[CH:4]=[C:5]([C:8]([F:10])([F:11])[F:9])[CH:6]=[CH:7][C:2]=2[F:1])[CH2:21][CH2:22][CH2:23][CH2:24][N:25]2[CH2:26][CH2:27][CH:28]([C:31]3[CH:32]=[C:33]([NH:37][C:38](=[O:42])[CH:39]([CH3:40])[CH3:41])[CH:34]=[CH:35][CH:36]=3)[CH2:29][CH2:30]2)[CH:17]=[CH:18][CH:19]=1, predict the reactants needed to synthesize it. The reactants are: [F:1][C:2]1[CH:7]=[CH:6][C:5]([C:8]([F:11])([F:10])[F:9])=[CH:4][C:3]=1[OH:12].[Cl:13][C:14]1[CH:15]=[C:16]([CH:20](O)[CH2:21][CH2:22][CH2:23][CH2:24][N:25]2[CH2:30][CH2:29][CH:28]([C:31]3[CH:32]=[C:33]([NH:37][C:38](=[O:42])[CH:39]([CH3:41])[CH3:40])[CH:34]=[CH:35][CH:36]=3)[CH2:27][CH2:26]2)[CH:17]=[CH:18][CH:19]=1.Cl. (3) Given the product [NH2:41][C@H:23]1[CH2:31][CH2:26][N:25]([CH2:3][CH2:1][OH:2])[C:24]1=[O:33], predict the reactants needed to synthesize it. The reactants are: [C:1](O)([C:3](F)(F)F)=[O:2].N1C2C(=NC=CC=2)N(N2C(/C=[C:23]3\[C:24](=[O:33])[NH:25][C:26]4[C:31]\3=CC(F)=CC=4)=C(C)C(C([O-])=O)=C2C)N=1.CC[N:41](C(C)C)C(C)C. (4) Given the product [CH3:11][C:10]1[C:2]([C:30]2[CH:35]=[CH:34][C:25]([NH2:26])=[N:28][CH:29]=2)=[CH:3][C:4]2[CH2:8][CH2:7][O:6][C:5]=2[CH:9]=1, predict the reactants needed to synthesize it. The reactants are: Br[C:2]1[C:10]([CH3:11])=[CH:9][C:5]2[O:6][CH2:7][CH2:8][C:4]=2[CH:3]=1.FC1(F)OC2C=C(C)C(C3N=C[C:25]([NH:28][C:29](=O)[C:30]4[CH:35]=[CH:34]C=CC=4F)=[N:26]C=3)=CC=2O1.[O-]P([O-])([O-])=O.[K+].[K+].[K+]. (5) Given the product [Cl:1][C:2]1[CH:7]=[CH:6][C:5]([CH2:8][C:9]([Cl:14])=[O:11])=[CH:4][CH:3]=1, predict the reactants needed to synthesize it. The reactants are: [Cl:1][C:2]1[CH:7]=[CH:6][C:5]([CH2:8][C:9]([OH:11])=O)=[CH:4][CH:3]=1.S(Cl)([Cl:14])=O.BrBr. (6) Given the product [C:1]([O:4][CH2:5][C:6]1[C:7]([N:22]2[CH2:34][CH2:33][N:25]3[C:26]4[CH2:27][CH2:28][CH2:29][CH2:30][C:31]=4[CH:32]=[C:24]3[C:23]2=[O:35])=[CH:8][C:9]([F:21])=[CH:10][C:11]=1[C:37]1[CH:38]=[C:39]([NH:45][C:46]2[CH:51]=[CH:50][C:49]([N:52]3[CH2:57][CH2:56][N:55]([CH3:58])[C@@H:54]([CH3:59])[CH2:53]3)=[CH:48][N:47]=2)[C:40](=[O:44])[N:41]([CH3:43])[CH:42]=1)(=[O:3])[CH3:2], predict the reactants needed to synthesize it. The reactants are: [C:1]([O:4][CH2:5][C:6]1[C:11](B2OC(C)(C)C(C)(C)O2)=[CH:10][C:9]([F:21])=[CH:8][C:7]=1[N:22]1[CH2:34][CH2:33][N:25]2[C:26]3[CH2:27][CH2:28][CH2:29][CH2:30][C:31]=3[CH:32]=[C:24]2[C:23]1=[O:35])(=[O:3])[CH3:2].Br[C:37]1[CH:38]=[C:39]([NH:45][C:46]2[CH:51]=[CH:50][C:49]([N:52]3[CH2:57][CH2:56][N:55]([CH3:58])[C@@H:54]([CH3:59])[CH2:53]3)=[CH:48][N:47]=2)[C:40](=[O:44])[N:41]([CH3:43])[CH:42]=1. (7) Given the product [CH:53]1([CH2:56][NH:57][C:43]([C:42]2[CH:47]=[CH:48][CH:49]=[C:40]([C:9]3[C:10]4[C:15](=[CH:14][CH:13]=[C:12]([C:16]5[N:20]=[CH:19][N:18]([C:21]([C:28]6[CH:29]=[CH:30][CH:31]=[CH:32][CH:33]=6)([C:34]6[CH:39]=[CH:38][CH:37]=[CH:36][CH:35]=6)[C:22]6[CH:27]=[CH:26][CH:25]=[CH:24][CH:23]=6)[N:17]=5)[CH:11]=4)[N:7]([CH:2]4[CH2:3][CH2:4][CH2:5][CH2:6][O:1]4)[N:8]=3)[CH:41]=2)=[O:44])[CH2:55][CH2:54]1, predict the reactants needed to synthesize it. The reactants are: [O:1]1[CH2:6][CH2:5][CH2:4][CH2:3][CH:2]1[N:7]1[C:15]2[C:10](=[CH:11][C:12]([C:16]3[N:20]=[CH:19][N:18]([C:21]([C:34]4[CH:39]=[CH:38][CH:37]=[CH:36][CH:35]=4)([C:28]4[CH:33]=[CH:32][CH:31]=[CH:30][CH:29]=4)[C:22]4[CH:27]=[CH:26][CH:25]=[CH:24][CH:23]=4)[N:17]=3)=[CH:13][CH:14]=2)[C:9]([C:40]2[CH:41]=[C:42]([CH:47]=[CH:48][CH:49]=2)[C:43](OC)=[O:44])=[N:8]1.O.[OH-].[Li+].[CH:53]1([CH2:56][NH2:57])[CH2:55][CH2:54]1.O.ON1C2C=CC=CC=2N=N1.Cl.CN(C)CCCN=C=NCC. (8) Given the product [C:26]([C:30]1[CH:31]=[CH:32][C:33]([F:38])=[C:34]([CH:37]=1)[CH2:35][NH:2][C@@H:3]1[C@@H:8]([OH:9])[C@H:7]([CH2:10][C:11]2[CH:16]=[C:15]([F:17])[C:14]([N+:18]([O-:20])=[O:19])=[C:13]([O:21][CH2:22][CH3:23])[CH:12]=2)[CH2:6][S:5](=[O:24])(=[O:25])[CH2:4]1)([CH3:29])([CH3:27])[CH3:28], predict the reactants needed to synthesize it. The reactants are: Cl.[NH2:2][C@@H:3]1[C@@H:8]([OH:9])[C@H:7]([CH2:10][C:11]2[CH:16]=[C:15]([F:17])[C:14]([N+:18]([O-:20])=[O:19])=[C:13]([O:21][CH2:22][CH3:23])[CH:12]=2)[CH2:6][S:5](=[O:25])(=[O:24])[CH2:4]1.[C:26]([C:30]1[CH:31]=[CH:32][C:33]([F:38])=[C:34]([CH:37]=1)[CH:35]=O)([CH3:29])([CH3:28])[CH3:27].